Task: Predict the product of the given reaction.. Dataset: Forward reaction prediction with 1.9M reactions from USPTO patents (1976-2016) (1) Given the reactants [C:1]([O:5][C:6]([NH:8][C:9]1[N:14]=[C:13]([CH2:15][CH:16]([CH:18]2[CH2:23][CH2:22][N:21]([C:24]([O:26][C:27]([CH3:30])([CH3:29])[CH3:28])=[O:25])[CH2:20][CH2:19]2)[OH:17])[CH:12]=[CH:11][CH:10]=1)=[O:7])([CH3:4])([CH3:3])[CH3:2].C(N(CC)CC)C.[CH3:38][S:39](Cl)(=[O:41])=[O:40].O, predict the reaction product. The product is: [C:1]([O:5][C:6]([NH:8][C:9]1[N:14]=[C:13]([CH2:15][CH:16]([CH:18]2[CH2:19][CH2:20][N:21]([C:24]([O:26][C:27]([CH3:30])([CH3:29])[CH3:28])=[O:25])[CH2:22][CH2:23]2)[O:17][S:39]([CH3:38])(=[O:41])=[O:40])[CH:12]=[CH:11][CH:10]=1)=[O:7])([CH3:3])([CH3:4])[CH3:2]. (2) Given the reactants [CH3:1][C:2]([CH3:16])([CH3:15])[C:3]([NH:5][C:6]1[CH:11]=[CH:10][C:9](SC)=[CH:8][C:7]=1[I:14])=[O:4].O[O:18][S:19]([O-:21])=O.[K+].[C:23](=O)([O-])O.[Na+], predict the reaction product. The product is: [CH3:15][C:2]([CH3:1])([CH3:16])[C:3]([NH:5][C:6]1[CH:11]=[CH:10][C:9]([S:19]([CH3:23])(=[O:21])=[O:18])=[CH:8][C:7]=1[I:14])=[O:4].